Dataset: Reaction yield outcomes from USPTO patents with 853,638 reactions. Task: Predict the reaction yield, written as a fraction of the theoretical maximum amount of product (1.0 means a 100% yield; for example, 0.34 means a 34% yield). (1) The reactants are C(OC(=O)[NH:7][CH2:8][CH2:9][N:10]([CH2:28][C@@H:29]1[C@@H:36]2[C@@H:32]([O:33]C(C)(C)[O:35]2)[C@H:31]([N:39]2[CH:47]=[N:46][C:45]3[C:40]2=[N:41][CH:42]=[N:43][C:44]=3[NH2:48])[O:30]1)[CH2:11][CH2:12][CH2:13][NH:14][C:15]([NH:17][C:18]1[CH:23]=[CH:22][C:21]([C:24]([CH3:27])([CH3:26])[CH3:25])=[CH:20][CH:19]=1)=[O:16])(C)(C)C. The catalyst is C(O)(C(F)(F)F)=O.O. The product is [NH2:48][C:44]1[N:43]=[CH:42][N:41]=[C:40]2[C:45]=1[N:46]=[CH:47][N:39]2[C@@H:31]1[O:30][C@H:29]([CH2:28][N:10]([CH2:9][CH2:8][NH2:7])[CH2:11][CH2:12][CH2:13][NH:14][C:15]([NH:17][C:18]2[CH:23]=[CH:22][C:21]([C:24]([CH3:27])([CH3:25])[CH3:26])=[CH:20][CH:19]=2)=[O:16])[C@@H:36]([OH:35])[C@H:32]1[OH:33]. The yield is 0.740. (2) The reactants are [Cl:1][C:2]1[CH:19]=[CH:18][C:17]([Cl:20])=[CH:16][C:3]=1[CH2:4][N:5]1[CH2:10][CH2:9][NH:8][C:7]2[N:11]=[CH:12][C:13](I)=[CH:14][C:6]1=2.[CH2:21]([N:24]1[CH2:29][CH2:28][S:27](=[O:31])(=[O:30])[CH2:26][CH2:25]1)[C:22]#[CH:23]. No catalyst specified. The product is [Cl:1][C:2]1[CH:19]=[CH:18][C:17]([Cl:20])=[CH:16][C:3]=1[CH2:4][N:5]1[CH2:10][CH2:9][NH:8][C:7]2[N:11]=[CH:12][C:13]([C:23]#[C:22][CH2:21][N:24]3[CH2:25][CH2:26][S:27](=[O:31])(=[O:30])[CH2:28][CH2:29]3)=[CH:14][C:6]1=2. The yield is 0.340.